From a dataset of Forward reaction prediction with 1.9M reactions from USPTO patents (1976-2016). Predict the product of the given reaction. (1) The product is: [C:1]([C:5]1[CH:10]=[CH:9][C:8]([C:11]2[CH:12]=[CH:13][CH:14]=[C:15]3[C:19]=2[CH:18]=[C:17]([CH2:21][C:22]([CH3:25])([CH3:24])[CH3:23])[CH2:16]3)=[CH:7][CH:6]=1)([CH3:4])([CH3:3])[CH3:2]. Given the reactants [C:1]([C:5]1[CH:10]=[CH:9][C:8]([C:11]2[CH:12]=[CH:13][CH:14]=[C:15]3[C:19]=2[C:18](=O)[CH:17]([CH2:21][C:22]([CH3:25])([CH3:24])[CH3:23])[CH2:16]3)=[CH:7][CH:6]=1)([CH3:4])([CH3:3])[CH3:2].[BH4-].[Na+].CO.S(=O)(=O)(O)O, predict the reaction product. (2) Given the reactants [CH2:1]([N:3]([CH2:21][CH3:22])[C:4]1[CH:9]=[CH:8][C:7](/[N:10]=[N:11]/[C:12]2[CH:17]=[CH:16][C:15]([N+:18]([O-])=O)=[CH:14][CH:13]=2)=[CH:6][CH:5]=1)[CH3:2], predict the reaction product. The product is: [NH2:18][C:15]1[CH:14]=[CH:13][C:12](/[N:11]=[N:10]/[C:7]2[CH:8]=[CH:9][C:4]([N:3]([CH2:21][CH3:22])[CH2:1][CH3:2])=[CH:5][CH:6]=2)=[CH:17][CH:16]=1. (3) The product is: [CH3:31][C:32]1([CH3:40])[S:37](=[O:39])(=[O:38])[CH2:36][CH2:35][N:34]([CH2:29][C@@H:27]2[CH2:28][C@H:25]([N:8]3[C:4]4[N:5]=[CH:6][N:7]=[C:2]([NH2:1])[C:3]=4[C:10]([C:11]4[CH:16]=[CH:15][CH:14]=[C:13]([O:17][CH2:18][CH:19]5[CH2:24][CH2:23][CH2:22][CH2:21][O:20]5)[CH:12]=4)=[CH:9]3)[CH2:26]2)[CH2:33]1. Given the reactants [NH2:1][C:2]1[C:3]2[C:10]([C:11]3[CH:16]=[CH:15][CH:14]=[C:13]([O:17][CH2:18][CH:19]4[CH2:24][CH2:23][CH2:22][CH2:21][O:20]4)[CH:12]=3)=[CH:9][N:8]([C@@H:25]3[CH2:28][C@H:27]([CH:29]=O)[CH2:26]3)[C:4]=2[N:5]=[CH:6][N:7]=1.[CH3:31][C:32]1([CH3:40])[S:37](=[O:39])(=[O:38])[CH2:36][CH2:35][NH:34][CH2:33]1, predict the reaction product. (4) Given the reactants [C:1]([N:4]1[CH2:9][CH2:8][N:7]([CH2:10][CH2:11][CH2:12][O:13][C:14]2[CH:15]=[C:16]3[C:21](=[CH:22][C:23]=2[O:24][CH3:25])[N:20]=[CH:19][N:18]=[C:17]3Cl)[CH2:6][CH2:5]1)(=[O:3])[CH3:2].[OH:27][C:28]1[CH:29]=[C:30]2[C:34](=[CH:35][CH:36]=1)[NH:33][N:32]=[CH:31]2.C(=O)([O-])[O-].[Cs+].[Cs+], predict the reaction product. The product is: [C:1]([N:4]1[CH2:9][CH2:8][N:7]([CH2:10][CH2:11][CH2:12][O:13][C:14]2[CH:15]=[C:16]3[C:21](=[CH:22][C:23]=2[O:24][CH3:25])[N:20]=[CH:19][N:18]=[C:17]3[O:27][C:28]2[CH:29]=[C:30]3[C:34](=[CH:35][CH:36]=2)[NH:33][N:32]=[CH:31]3)[CH2:6][CH2:5]1)(=[O:3])[CH3:2]. (5) Given the reactants [OH:1][CH:2]1[CH:7]([C:8]2[CH:13]=[CH:12][C:11]([O:14][CH2:15][CH2:16][CH2:17][O:18][C:19]3[CH:24]=[CH:23][CH:22]=[CH:21][C:20]=3[O:25][CH3:26])=[CH:10][CH:9]=2)[CH2:6][CH2:5][N:4]([C:27]([O:29][C:30]([CH3:33])([CH3:32])[CH3:31])=[O:28])[CH2:3]1.Cl[CH2:35][C:36]1[CH:37]=[CH:38][C:39]2[O:44][CH2:43][C:42](=[O:45])[N:41]([CH2:46][CH2:47][CH2:48][O:49][CH3:50])[C:40]=2[CH:51]=1, predict the reaction product. The product is: [CH3:26][O:25][C:20]1[CH:21]=[CH:22][CH:23]=[CH:24][C:19]=1[O:18][CH2:17][CH2:16][CH2:15][O:14][C:11]1[CH:12]=[CH:13][C:8]([CH:7]2[CH2:6][CH2:5][N:4]([C:27]([O:29][C:30]([CH3:33])([CH3:32])[CH3:31])=[O:28])[CH2:3][CH:2]2[O:1][CH2:35][C:36]2[CH:37]=[CH:38][C:39]3[O:44][CH2:43][C:42](=[O:45])[N:41]([CH2:46][CH2:47][CH2:48][O:49][CH3:50])[C:40]=3[CH:51]=2)=[CH:9][CH:10]=1. (6) Given the reactants [C:1]1([C:7](=O)[CH3:8])[CH:6]=[CH:5][CH:4]=[CH:3][CH:2]=1.O.[O:11]=[CH:12][C:13](O)=O.[NH3:16].O.[NH2:18]N, predict the reaction product. The product is: [C:1]1([C:7]2[CH:8]=[CH:13][C:12](=[O:11])[NH:16][N:18]=2)[CH:6]=[CH:5][CH:4]=[CH:3][CH:2]=1. (7) Given the reactants [CH3:1][C:2]1[CH:7]=[C:6]([CH3:8])[CH:5]=[CH:4][C:3]=1[S:9][C:10]1[CH:15]=[CH:14][CH:13]=[CH:12][C:11]=1[N:16]1[CH2:21][CH2:20][NH:19][CH2:18][CH2:17]1.[C:22]([OH:29])(=[O:28])/[CH:23]=[CH:24]\[C:25]([OH:27])=[O:26], predict the reaction product. The product is: [C:22]([OH:29])(=[O:28])/[CH:23]=[CH:24]\[C:25]([OH:27])=[O:26].[CH3:1][C:2]1[CH:7]=[C:6]([CH3:8])[CH:5]=[CH:4][C:3]=1[S:9][C:10]1[CH:15]=[CH:14][CH:13]=[CH:12][C:11]=1[N:16]1[CH2:17][CH2:18][NH:19][CH2:20][CH2:21]1. (8) Given the reactants [CH2:1]([O:3][P:4]([C:9]([C:17]#[N:18])=[CH:10][CH:11]1[CH2:16][CH2:15][O:14][CH2:13][CH2:12]1)(=[O:8])[O:5][CH2:6][CH3:7])[CH3:2].[CH2:19]([Mg]Br)[CH2:20][CH:21]=[CH2:22].[Cl-].[NH4+], predict the reaction product. The product is: [CH2:1]([O:3][P:4]([CH:9]([C:17]#[N:18])[CH:10]([CH:11]1[CH2:12][CH2:13][O:14][CH2:15][CH2:16]1)[CH2:22][CH2:21][CH:20]=[CH2:19])(=[O:8])[O:5][CH2:6][CH3:7])[CH3:2]. (9) Given the reactants [Br:1][C:2]1[C:11]2[C:6](=[CH:7][CH:8]=[CH:9][CH:10]=2)[C:5]([C:12](=[O:17])[C:13]([F:16])([F:15])[F:14])=[CH:4][CH:3]=1.[Si]([C:22]([F:25])([F:24])[F:23])(C)(C)C.CCCC[N+](CCCC)(CCCC)CCCC.[F-], predict the reaction product. The product is: [Br:1][C:2]1[C:11]2[C:6](=[CH:7][CH:8]=[CH:9][CH:10]=2)[C:5]([C:12]([OH:17])([C:22]([F:25])([F:24])[F:23])[C:13]([F:15])([F:16])[F:14])=[CH:4][CH:3]=1. (10) Given the reactants [Cl:1][C:2]1[CH:10]=[CH:9][C:5]([C:6]([NH2:8])=[Se:7])=[CH:4][CH:3]=1.Cl[CH:12]([CH:15]=O)[CH:13]=[O:14].C(=O)([O-])[O-].[Mg+2], predict the reaction product. The product is: [Cl:1][C:2]1[CH:10]=[CH:9][C:5]([C:6]2[Se:7][C:12]([CH:13]=[O:14])=[CH:15][N:8]=2)=[CH:4][CH:3]=1.